From a dataset of Reaction yield outcomes from USPTO patents with 853,638 reactions. Predict the reaction yield, written as a fraction of the theoretical maximum amount of product (1.0 means a 100% yield; for example, 0.34 means a 34% yield). (1) The reactants are [NH:1]1[CH2:5][CH2:4][CH2:3][C@@H:2]1[CH2:6][N:7]1[CH2:11][CH2:10][CH2:9][CH2:8]1.[NH2:12][C:13]1[N:14]=[CH:15][C:16]([C:28]2[CH:29]=[C:30]([CH:34]=[CH:35][CH:36]=2)C(O)=O)=[N:17][C:18]=1[C:19](=[O:27])[NH:20][C:21]1[CH:26]=[CH:25][CH:24]=[CH:23][CH:22]=1.C1N=CN([C:42](N2C=NC=C2)=[O:43])C=1.CCN(C(C)C)C(C)C. The catalyst is CN(C1C=CN=CC=1)C.CS(C)=O. The product is [NH2:12][C:13]1[C:18]([C:19]([NH:20][C:21]2[CH:22]=[CH:23][CH:24]=[CH:25][CH:26]=2)=[O:27])=[N:17][C:16]([C:28]2[CH:36]=[CH:35][C:34]([C:42]([N:1]3[CH2:5][CH2:4][CH2:3][C@@H:2]3[CH2:6][N:7]3[CH2:11][CH2:10][CH2:9][CH2:8]3)=[O:43])=[CH:30][CH:29]=2)=[CH:15][N:14]=1. The yield is 0.730. (2) The reactants are [CH3:1][C:2]1[CH:9]=[C:8]([OH:10])[C:7]([CH3:11])=[CH:6][C:3]=1[CH:4]=[O:5].N1C=CN=C1.Cl[Si:18]([CH:25]([CH3:27])[CH3:26])([CH:22]([CH3:24])[CH3:23])[CH:19]([CH3:21])[CH3:20]. The catalyst is CN(C=O)C. The product is [CH3:1][C:2]1[CH:9]=[C:8]([O:10][Si:18]([CH:25]([CH3:27])[CH3:26])([CH:22]([CH3:24])[CH3:23])[CH:19]([CH3:21])[CH3:20])[C:7]([CH3:11])=[CH:6][C:3]=1[CH:4]=[O:5]. The yield is 0.800. (3) The reactants are [CH:1](=O)[C:2]1[CH:7]=[CH:6][CH:5]=[CH:4][CH:3]=1.[CH3:9][NH2:10].[BH4-].[Na+]. The catalyst is CO. The product is [CH3:9][NH:10][CH2:1][C:2]1[CH:7]=[CH:6][CH:5]=[CH:4][CH:3]=1. The yield is 0.550. (4) The reactants are [Br:1][C:2]1[CH:10]=[CH:9][C:5]([C:6]([OH:8])=[O:7])=[C:4]([Cl:11])[CH:3]=1.S(Cl)(Cl)=O.[CH3:16]O. No catalyst specified. The product is [Br:1][C:2]1[CH:10]=[CH:9][C:5]([C:6]([O:8][CH3:16])=[O:7])=[C:4]([Cl:11])[CH:3]=1. The yield is 0.820. (5) The reactants are [NH2:1][C:2]1[CH:3]=[C:4]2[C:9](=[O:10])[N:8]3[CH2:11][CH2:12][N:13]([C:14]([C:16]4[C:17]([CH3:21])=[N:18][O:19][CH:20]=4)=[O:15])[C:7]3([C:22]3[CH:27]=[CH:26][C:25]([O:28][CH3:29])=[CH:24][CH:23]=3)[CH2:6][N:5]2[CH:30]=1.Cl.N([O-])=O.[Na+].[N-:36]=[N+:37]=[N-].[Na+].C([O-])(=O)C.[Na+]. The catalyst is O. The product is [N:1]([C:2]1[CH:3]=[C:4]2[C:9](=[O:10])[N:8]3[CH2:11][CH2:12][N:13]([C:14]([C:16]4[C:17]([CH3:21])=[N:18][O:19][CH:20]=4)=[O:15])[C:7]3([C:22]3[CH:27]=[CH:26][C:25]([O:28][CH3:29])=[CH:24][CH:23]=3)[CH2:6][N:5]2[CH:30]=1)=[N+:36]=[N-:37]. The yield is 0.280. (6) The reactants are [C:1]([O:5][C:6]([NH:8][C:9]1[CH:10]=[C:11]([C:15]([O:17]C)=[O:16])[N:12]([CH3:14])[CH:13]=1)=[O:7])([CH3:4])([CH3:3])[CH3:2].[OH-].[Na+]. The catalyst is C1COCC1.O.O. The product is [C:1]([O:5][C:6]([NH:8][C:9]1[CH:10]=[C:11]([C:15]([OH:17])=[O:16])[N:12]([CH3:14])[CH:13]=1)=[O:7])([CH3:4])([CH3:2])[CH3:3]. The yield is 0.810. (7) The reactants are Cl[C:2]1[N:7]=[C:6]([NH:8][CH:9]2[CH2:23][CH:12]3[CH2:13][N:14]([C:16]([O:18][C:19]([CH3:22])([CH3:21])[CH3:20])=[O:17])[CH2:15][CH:11]3[CH2:10]2)[C:5]([Cl:24])=[CH:4][N:3]=1.[CH3:25][N:26]1[CH:30]=[C:29]([NH2:31])[N:28]=[CH:27]1.C1C=CC(P(C2C(C3C(P(C4C=CC=CC=4)C4C=CC=CC=4)=CC=C4C=3C=CC=C4)=C3C(C=CC=C3)=CC=2)C2C=CC=CC=2)=CC=1.C([O-])([O-])=O.[Cs+].[Cs+]. The catalyst is O1CCOCC1.CC([O-])=O.CC([O-])=O.[Pd+2]. The product is [Cl:24][C:5]1[C:6]([NH:8][CH:9]2[CH2:23][CH:12]3[CH2:13][N:14]([C:16]([O:18][C:19]([CH3:22])([CH3:21])[CH3:20])=[O:17])[CH2:15][CH:11]3[CH2:10]2)=[N:7][C:2]([NH:31][C:29]2[N:28]=[CH:27][N:26]([CH3:25])[CH:30]=2)=[N:3][CH:4]=1. The yield is 0.480. (8) The reactants are C(C1C=C(NC2N=C(NC3C=CC=C(C(O)=O)C=3)C(F)=CN=2)C=CC=1)(O)=O.[CH3:28][O:29][C:30]1[CH:31]=[C:32]([NH:40][C:41]2[N:46]=[C:45]([NH:47][C:48]3[CH:53]=[CH:52][C:51]([C:54]([O:56]C)=[O:55])=[C:50]([O:58][CH3:59])[CH:49]=3)[C:44]([F:60])=[CH:43][N:42]=2)[CH:33]=[CH:34][C:35]=1[C:36]([O:38]C)=[O:37].[OH-].[Na+]. No catalyst specified. The product is [C:36]([C:35]1[CH:34]=[CH:33][C:32]([NH:40][C:41]2[N:46]=[C:45]([NH:47][C:48]3[CH:53]=[CH:52][C:51]([C:54]([OH:56])=[O:55])=[C:50]([O:58][CH3:59])[CH:49]=3)[C:44]([F:60])=[CH:43][N:42]=2)=[CH:31][C:30]=1[O:29][CH3:28])([OH:38])=[O:37]. The yield is 0.640. (9) The reactants are [C:1]([O:10][CH2:11]Cl)(=[O:9])[CH2:2][CH2:3][CH2:4][CH2:5][CH2:6][CH2:7][CH3:8].C(#N)C.[I-:16].[Na+]. The catalyst is [Al]. The product is [C:1]([O:10][CH2:11][I:16])(=[O:9])[CH2:2][CH2:3][CH2:4][CH2:5][CH2:6][CH2:7][CH3:8]. The yield is 0.710. (10) The reactants are [Cl:1][CH2:2]C(CCl)=O.[CH2:7]([O:14][C:15]([NH:17][C@H:18]([C:26]([OH:28])=O)[CH2:19][C:20]1[CH:25]=[CH:24][CH:23]=[CH:22][CH:21]=1)=[O:16])[C:8]1[CH:13]=[CH:12][CH:11]=[CH:10][CH:9]=1.[BH4-].[Na+]. The catalyst is CO.O1CCCC1. The product is [CH2:7]([O:14][C:15]([NH:17][C@@H:18]([CH2:19][C:20]1[CH:21]=[CH:22][CH:23]=[CH:24][CH:25]=1)[C@H:26]([OH:28])[CH2:2][Cl:1])=[O:16])[C:8]1[CH:9]=[CH:10][CH:11]=[CH:12][CH:13]=1. The yield is 0.430.